Dataset: Forward reaction prediction with 1.9M reactions from USPTO patents (1976-2016). Task: Predict the product of the given reaction. Given the reactants C[O:2][C:3]1[CH:12]=[CH:11][C:10]2[C:5](=[CH:6][CH:7]=[C:8]([C:13]3[CH:18]=[CH:17][CH:16]=[C:15]([O:19]C)[CH:14]=3)[CH:9]=2)[C:4]=1[C:21]([NH:23][C:24]1[S:25][CH:26]=[CH:27][N:28]=1)=[O:22].B(Br)(Br)Br, predict the reaction product. The product is: [OH:2][C:3]1[CH:12]=[CH:11][C:10]2[C:5](=[CH:6][CH:7]=[C:8]([C:13]3[CH:18]=[CH:17][CH:16]=[C:15]([OH:19])[CH:14]=3)[CH:9]=2)[C:4]=1[C:21]([NH:23][C:24]1[S:25][CH:26]=[CH:27][N:28]=1)=[O:22].